Dataset: Forward reaction prediction with 1.9M reactions from USPTO patents (1976-2016). Task: Predict the product of the given reaction. (1) Given the reactants [Cl:1]N1C(=O)CCC1=O.[Cl:9][C:10]1[N:11]=[CH:12][C:13]([N:16]2[CH2:21][CH2:20][CH:19]([N:22]3[CH2:26][CH2:25][C@H:24]([NH:27][C:28]4[CH:33]=[CH:32][C:31]([S:34]([CH3:37])(=[O:36])=[O:35])=[CH:30][C:29]=4[F:38])[C:23]3=[O:39])[CH2:18][CH2:17]2)=[N:14][CH:15]=1, predict the reaction product. The product is: [Cl:1][C:12]1[C:13]([N:16]2[CH2:21][CH2:20][CH:19]([N:22]3[CH2:26][CH2:25][C@H:24]([NH:27][C:28]4[CH:33]=[CH:32][C:31]([S:34]([CH3:37])(=[O:35])=[O:36])=[CH:30][C:29]=4[F:38])[C:23]3=[O:39])[CH2:18][CH2:17]2)=[N:14][CH:15]=[C:10]([Cl:9])[N:11]=1. (2) The product is: [F:1][C:2]1[CH:3]=[CH:4][C:5]([CH3:41])=[C:6]([CH:40]=1)[O:7][CH2:8][C:9]1[C:10]([C:23]2[CH:28]=[CH:27][C:26]([N:29]([CH3:42])[C:30]([C:32]3[CH:37]=[CH:36][N:35]=[CH:34][CH:33]=3)=[O:31])=[CH:25][C:24]=2[O:38][CH3:39])=[CH:11][CH:12]=[C:13]2[C:18]=1[N:17]([CH3:19])[C:16](=[O:20])[C:15]([CH3:22])([CH3:21])[NH:14]2. Given the reactants [F:1][C:2]1[CH:3]=[CH:4][C:5]([CH3:41])=[C:6]([CH:40]=1)[O:7][CH2:8][C:9]1[C:10]([C:23]2[CH:28]=[CH:27][C:26]([NH:29][C:30]([C:32]3[CH:37]=[CH:36][N:35]=[CH:34][CH:33]=3)=[O:31])=[CH:25][C:24]=2[O:38][CH3:39])=[CH:11][CH:12]=[C:13]2[C:18]=1[N:17]([CH3:19])[C:16](=[O:20])[C:15]([CH3:22])([CH3:21])[NH:14]2.[C:42](=O)([O-])[O-].CI, predict the reaction product. (3) Given the reactants [Cl:1][C:2]1[CH:24]=[CH:23][C:5]2[N:6]=[C:7]([CH:9]([C:16]3[CH:21]=[CH:20][C:19]([Cl:22])=[CH:18][CH:17]=3)[CH2:10][C:11]([O:13]CC)=[O:12])[NH:8][C:4]=2[CH:3]=1, predict the reaction product. The product is: [ClH:1].[Cl:1][C:2]1[CH:24]=[CH:23][C:5]2[N:6]=[C:7]([CH:9]([C:16]3[CH:21]=[CH:20][C:19]([Cl:22])=[CH:18][CH:17]=3)[CH2:10][C:11]([OH:13])=[O:12])[NH:8][C:4]=2[CH:3]=1. (4) Given the reactants [CH2:1]([S:8]([NH:11][C:12]([CH:14]1[CH2:17][N:16]([C:18]2[C:28]([C:29]#[N:30])=[CH:27][C:21]([C:22]([O:24][CH2:25][CH3:26])=[O:23])=[C:20]([CH2:31]Cl)[N:19]=2)[CH2:15]1)=[O:13])(=[O:10])=[O:9])[C:2]1[CH:7]=[CH:6][CH:5]=[CH:4][CH:3]=1.C(=O)([O-])[O-].[Cs+].[Cs+].[I-].[Na+].[F:41][C:42]([F:46])([F:45])[CH2:43][OH:44], predict the reaction product. The product is: [CH2:1]([S:8]([NH:11][C:12]([CH:14]1[CH2:17][N:16]([C:18]2[C:28]([C:29]#[N:30])=[CH:27][C:21]([C:22]([O:24][CH2:25][CH3:26])=[O:23])=[C:20]([CH2:31][O:44][CH2:43][C:42]([F:46])([F:45])[F:41])[N:19]=2)[CH2:15]1)=[O:13])(=[O:10])=[O:9])[C:2]1[CH:7]=[CH:6][CH:5]=[CH:4][CH:3]=1. (5) Given the reactants [NH2:1][C:2]1[C:7](Br)=[CH:6][C:5]([CH3:9])=[CH:4][N:3]=1.[Cl-].[Li+].C(N(CC)CC)C.[CH3:19][Si:20]([C:23]#[CH:24])([CH3:22])[CH3:21], predict the reaction product. The product is: [CH3:9][C:5]1[CH:6]=[C:7]([C:24]#[C:23][Si:20]([CH3:22])([CH3:21])[CH3:19])[C:2]([NH2:1])=[N:3][CH:4]=1. (6) The product is: [CH3:10][O:11][C:12]([C:14]1[C:19]([F:20])=[CH:18][C:17]([S:1][CH2:2][C:3]([O:5][CH2:6][CH3:7])=[O:4])=[C:16]([NH2:22])[N:15]=1)=[O:13]. Given the reactants [SH:1][CH2:2][C:3]([O:5][CH2:6][CH3:7])=[O:4].[H-].[Na+].[CH3:10][O:11][C:12]([C:14]1[C:19]([F:20])=[CH:18][C:17](Br)=[C:16]([NH2:22])[N:15]=1)=[O:13].CCOC(C)=O, predict the reaction product.